From a dataset of Forward reaction prediction with 1.9M reactions from USPTO patents (1976-2016). Predict the product of the given reaction. (1) The product is: [NH2:1][C:2]1[N:7]=[C:6]([C:8]([O:10][CH3:11])=[O:9])[C:5]([Br:12])=[CH:4][C:3]=1[Br:13]. Given the reactants [NH2:1][C:2]1[N:7]=[C:6]([C:8]([O:10][CH3:11])=[O:9])[C:5]([Br:12])=[CH:4][CH:3]=1.[Br:13]Br, predict the reaction product. (2) Given the reactants [Mg].Br[CH2:3][CH:4]1[CH2:6][CH2:5]1.C1(C[Mg]Br)CC1.[CH3:13][C:14]1[C:18]([C:19]2[CH:20]=[C:21]([C:31]([C:33]3[CH:38]=[CH:37][CH:36]=[CH:35][N:34]=3)=[O:32])[C:22]3[N:26]=[C:25]([O:27]CC)[NH:24][C:23]=3[CH:30]=2)=[C:17]([CH3:39])[O:16][N:15]=1, predict the reaction product. The product is: [CH3:13][C:14]1[C:18]([C:19]2[CH:20]=[C:21]([C:31]([OH:32])([C:33]3[CH:38]=[CH:37][CH:36]=[CH:35][N:34]=3)[CH2:6][CH2:5][CH:4]=[CH2:3])[C:22]3[NH:26][C:25](=[O:27])[NH:24][C:23]=3[CH:30]=2)=[C:17]([CH3:39])[O:16][N:15]=1. (3) The product is: [Cl:1][C:2]1[N:3]=[C:4]([CH2:10][CH:11]=[CH2:12])[C:5]([O:8][CH3:9])=[C:6]([Cl:14])[N:7]=1. Given the reactants [Cl:1][C:2]1[NH:3][C:4](Cl)([CH2:10][CH:11]=[CH2:12])[C:5]([O:8][CH3:9])=[CH:6][N:7]=1.[Cl:14]C1N=CC(OC)=C(Cl)N=1.C([Mg]Br)C=C.C(C1C(=O)C(Cl)=C(Cl)C(=O)C=1C#N)#N, predict the reaction product. (4) Given the reactants [CH3:1][N:2]([CH3:9])[CH2:3][CH2:4][CH2:5][C:6](O)=[O:7].C(N(CC)CC)C.CN(C(ON1N=NC2C=CC=CC1=2)=[N+](C)C)C.[B-](F)(F)(F)F.[CH3:39][O:40][C:41]1[CH:61]=[CH:60][C:44]([O:45][C:46]2[CH:59]=[CH:58][C:49]([CH2:50][NH:51][C:52]([C:54]3([NH2:57])[CH2:56][CH2:55]3)=[O:53])=[CH:48][CH:47]=2)=[C:43]([C:62]([F:65])([F:64])[F:63])[CH:42]=1, predict the reaction product. The product is: [CH3:39][O:40][C:41]1[CH:61]=[CH:60][C:44]([O:45][C:46]2[CH:59]=[CH:58][C:49]([CH2:50][NH:51][C:52]([C:54]3([NH:57][C:6](=[O:7])[CH2:5][CH2:4][CH2:3][N:2]([CH3:9])[CH3:1])[CH2:55][CH2:56]3)=[O:53])=[CH:48][CH:47]=2)=[C:43]([C:62]([F:63])([F:64])[F:65])[CH:42]=1. (5) Given the reactants ClC1C=C(C(C2C=CC=C(OC)C=2OC)=O)C(N2C=CC=C2)=NC=1.[Cl:25][C:26]1[CH:31]=[CH:30][C:29]([NH:32][C:33](=[O:39])[O:34][C:35]([CH3:38])([CH3:37])[CH3:36])=[C:28]([CH:40]([C:42]2[C:51]3[O:50][CH2:49][CH2:48][O:47][C:46]=3[CH:45]=[CH:44][CH:43]=2)[OH:41])[CH:27]=1, predict the reaction product. The product is: [Cl:25][C:26]1[CH:31]=[CH:30][C:29]([NH:32][C:33](=[O:39])[O:34][C:35]([CH3:37])([CH3:36])[CH3:38])=[C:28]([C:40]([C:42]2[C:51]3[O:50][CH2:49][CH2:48][O:47][C:46]=3[CH:45]=[CH:44][CH:43]=2)=[O:41])[CH:27]=1. (6) Given the reactants [CH3:1][N:2]([CH3:28])[C@H:3]1[CH2:7][CH2:6][N:5]([C:8]2[C:9]([C:22]3[CH:27]=[CH:26][CH:25]=[CH:24][CH:23]=3)=[C:10]([CH3:21])[C:11]([C:19]#[N:20])=[C:12]3[C:16]=2[O:15][C:14]([NH:17][CH3:18])=[N:13]3)[CH2:4]1.[C:36](O[C:36](=[O:41])[C:37]([CH3:40])([CH3:39])[CH3:38])(=[O:41])[C:37]([CH3:40])([CH3:39])[CH3:38], predict the reaction product. The product is: [C:19]([C:11]1[C:12]2[N:13]=[C:14]([N:17]([CH3:18])[C:36](=[O:41])[C:37]([CH3:38])([CH3:39])[CH3:40])[O:15][C:16]=2[C:8]([N:5]2[CH2:6][CH2:7][C@H:3]([N:2]([CH3:28])[CH3:1])[CH2:4]2)=[C:9]([C:22]2[CH:27]=[CH:26][CH:25]=[CH:24][CH:23]=2)[C:10]=1[CH3:21])#[N:20].